From a dataset of Catalyst prediction with 721,799 reactions and 888 catalyst types from USPTO. Predict which catalyst facilitates the given reaction. (1) Reactant: [CH3:1][C:2]1[C:6]([CH2:7][O:8][C:9]2[CH:14]=[CH:13][C:12]([CH2:15][C@H:16]([NH:21][C:22]3[S:23][CH:24]=[C:25]([C:27]4[CH:32]=[CH:31][CH:30]=[CH:29][CH:28]=4)[N:26]=3)[C:17]([O:19]C)=[O:18])=[CH:11][CH:10]=2)=[C:5]([CH3:33])[O:4][N:3]=1.[Li+].[OH-].Cl.O. Product: [CH3:1][C:2]1[C:6]([CH2:7][O:8][C:9]2[CH:10]=[CH:11][C:12]([CH2:15][C@H:16]([NH:21][C:22]3[S:23][CH:24]=[C:25]([C:27]4[CH:28]=[CH:29][CH:30]=[CH:31][CH:32]=4)[N:26]=3)[C:17]([OH:19])=[O:18])=[CH:13][CH:14]=2)=[C:5]([CH3:33])[O:4][N:3]=1. The catalyst class is: 87. (2) Reactant: [CH:1]([C:3]1[CH:10]=[CH:9][C:6]([C:7]#[N:8])=[CH:5][C:4]=1[S:11]([CH3:14])(=[O:13])=[O:12])=O.[F:15][C:16]([F:28])([F:27])[C:17]1[CH:18]=[C:19]([NH:23][C:24]([NH2:26])=[O:25])[CH:20]=[CH:21][CH:22]=1.[C:29]([O:35][CH2:36][CH:37]=[CH2:38])(=[O:34])[CH2:30][C:31]([CH3:33])=O. Product: [C:7]([C:6]1[CH:9]=[CH:10][C:3]([CH:1]2[C:30]([C:29]([O:35][CH2:36][CH:37]=[CH2:38])=[O:34])=[C:31]([CH3:33])[N:23]([C:19]3[CH:20]=[CH:21][CH:22]=[C:17]([C:16]([F:27])([F:28])[F:15])[CH:18]=3)[C:24](=[O:25])[NH:26]2)=[C:4]([S:11]([CH3:14])(=[O:13])=[O:12])[CH:5]=1)#[N:8]. The catalyst class is: 237. (3) Reactant: [Cl:1][C:2]1[CH:3]=[CH:4][C:5]2[NH:11]/[C:10](=[N:12]\[NH2:13])/[C@@H:9]([CH2:14][C:15]3[S:16][C:17]([CH2:20][CH2:21][C:22]([O:24][CH3:25])=[O:23])=[CH:18][N:19]=3)[S:8][C@H:7]([C:26]3[CH:31]=[CH:30][CH:29]=[C:28]([O:32][CH3:33])[C:27]=3[O:34][CH3:35])[C:6]=2[CH:36]=1.[F:37][CH2:38][C:39](Cl)=[O:40].C(=O)(O)[O-].[Na+]. Product: [Cl:1][C:2]1[CH:3]=[CH:4][C:5]2[NH:11]/[C:10](=[N:12]\[NH:13][C:39](=[O:40])[CH2:38][F:37])/[C@@H:9]([CH2:14][C:15]3[S:16][C:17]([CH2:20][CH2:21][C:22]([O:24][CH3:25])=[O:23])=[CH:18][N:19]=3)[S:8][C@H:7]([C:26]3[CH:31]=[CH:30][CH:29]=[C:28]([O:32][CH3:33])[C:27]=3[O:34][CH3:35])[C:6]=2[CH:36]=1. The catalyst class is: 7. (4) Reactant: C[O-].[Na+].Cl[C:5]1[N:10]=[N:9][C:8]([N:11]2[C:15]([C:16]3[CH:21]=[N:20][CH:19]=[CH:18][N:17]=3)=[CH:14][C:13]([C:22]([O:24]C)=[O:23])=[N:12]2)=[CH:7][CH:6]=1.[OH-].[Na+].[CH2:28]([O:30]CC)C. Product: [CH3:28][O:30][C:5]1[N:10]=[N:9][C:8]([N:11]2[C:15]([C:16]3[CH:21]=[N:20][CH:19]=[CH:18][N:17]=3)=[CH:14][C:13]([C:22]([OH:24])=[O:23])=[N:12]2)=[CH:7][CH:6]=1. The catalyst class is: 364.